This data is from Catalyst prediction with 721,799 reactions and 888 catalyst types from USPTO. The task is: Predict which catalyst facilitates the given reaction. (1) Reactant: Cl[C:2]1[N:7]=[CH:6][C:5]([C:8]2[N:12]([CH2:13][CH2:14][CH3:15])[C:11]3[CH:16]=[CH:17][CH:18]=[CH:19][C:10]=3[N:9]=2)=[CH:4][N:3]=1.[NH2:20][C:21]1[CH:22]=[N:23][C:24]([CH3:27])=[CH:25][CH:26]=1.C1C=CC(P(C2C(C3C(P(C4C=CC=CC=4)C4C=CC=CC=4)=CC=C4C=3C=CC=C4)=C3C(C=CC=C3)=CC=2)C2C=CC=CC=2)=CC=1.C([O-])([O-])=O.[K+].[K+]. Product: [CH3:27][C:24]1[N:23]=[CH:22][C:21]([NH:20][C:2]2[N:7]=[CH:6][C:5]([C:8]3[N:12]([CH2:13][CH2:14][CH3:15])[C:11]4[CH:16]=[CH:17][CH:18]=[CH:19][C:10]=4[N:9]=3)=[CH:4][N:3]=2)=[CH:26][CH:25]=1. The catalyst class is: 222. (2) Reactant: [H-].[Al+3].[Li+].[H-].[H-].[H-].[CH3:7][CH2:8][CH2:9][CH2:10][CH2:11][CH2:12][CH2:13][CH2:14][CH2:15][CH2:16][CH2:17][CH2:18][CH2:19][CH2:20][CH2:21][CH2:22][CH2:23][C:24]([CH2:26][CH2:27][CH2:28][CH2:29][CH2:30][CH2:31][CH2:32][CH2:33][CH2:34][CH2:35][CH2:36][CH2:37][CH2:38][CH2:39][CH2:40][CH2:41][CH3:42])=[O:25]. Product: [OH:25][CH:24]([CH2:26][CH2:27][CH2:28][CH2:29][CH2:30][CH2:31][CH2:32][CH2:33][CH2:34][CH2:35][CH2:36][CH2:37][CH2:38][CH2:39][CH2:40][CH2:41][CH3:42])[CH2:23][CH2:22][CH2:21][CH2:20][CH2:19][CH2:18][CH2:17][CH2:16][CH2:15][CH2:14][CH2:13][CH2:12][CH2:11][CH2:10][CH2:9][CH2:8][CH3:7]. The catalyst class is: 7. (3) Reactant: [Br:1][C:2]1[CH:3]=[C:4]([CH2:11][C:12]([O:14][CH3:15])=[O:13])[CH:5]=[C:6]([CH:9]=[O:10])[C:7]=1[OH:8].[CH2:16](Br)[C:17]1[CH:22]=[CH:21][CH:20]=[CH:19][CH:18]=1.C(N(C(C)C)C(C)C)C. Product: [CH3:15][O:14][C:12](=[O:13])[CH2:11][C:4]1[CH:5]=[C:6]([CH:9]=[O:10])[C:7]([O:8][CH2:16][C:17]2[CH:22]=[CH:21][CH:20]=[CH:19][CH:18]=2)=[C:2]([Br:1])[CH:3]=1. The catalyst class is: 4. (4) Reactant: [Br:1][C:2]1[CH:7]=[CH:6][C:5]([CH3:8])=[CH:4][C:3]=1[F:9].C1C(=O)N([Br:17])C(=O)C1.CC(N=NC(C#N)(C)C)(C#N)C. Product: [Br:1][C:2]1[CH:7]=[CH:6][C:5]([CH2:8][Br:17])=[CH:4][C:3]=1[F:9]. The catalyst class is: 2. (5) Reactant: [OH:1][C:2]1([C:12]#[C:13]/[C:14](/[C:21]([F:24])([F:23])[F:22])=[CH:15]\[C:16]([O:18]CC)=[O:17])[C:7]([CH3:9])([CH3:8])[CH2:6][C:5](=[O:10])[CH:4]=[C:3]1[CH3:11].[OH-].[Na+].Cl. Product: [OH:1][C:2]1([C:12]#[C:13]/[C:14](/[C:21]([F:22])([F:23])[F:24])=[CH:15]\[C:16]([OH:18])=[O:17])[C:7]([CH3:8])([CH3:9])[CH2:6][C:5](=[O:10])[CH:4]=[C:3]1[CH3:11]. The catalyst class is: 132. (6) Reactant: [C:1]([C:3]1[C:4]([CH3:9])=[N:5][CH:6]=[CH:7][CH:8]=1)#[N:2].O.[Se](=O)=[O:12]. Product: [C:1]([C:3]1[C:4]([CH:9]=[O:12])=[N:5][CH:6]=[CH:7][CH:8]=1)#[N:2]. The catalyst class is: 12. (7) Reactant: [NH2:1][CH:2]1[CH2:7][CH2:6][N:5]([CH2:8][CH2:9][N:10]2[C:15]3[CH:16]=[C:17]([Cl:20])[CH:18]=[CH:19][C:14]=3[N:13]=[N:12][C:11]2=[O:21])[CH2:4][CH2:3]1.[O:22]=[C:23]1[CH2:28][O:27][C:26]2[CH:29]=[CH:30][C:31]([CH:33]=O)=[N:32][C:25]=2[NH:24]1.C(O[BH3-])(=O)C.[Na+].CO. Product: [Cl:20][C:17]1[CH:18]=[CH:19][C:14]2[N:13]=[N:12][C:11](=[O:21])[N:10]([CH2:9][CH2:8][N:5]3[CH2:6][CH2:7][CH:2]([NH:1][CH2:33][C:31]4[CH:30]=[CH:29][C:26]5[O:27][CH2:28][C:23](=[O:22])[NH:24][C:25]=5[N:32]=4)[CH2:3][CH2:4]3)[C:15]=2[CH:16]=1. The catalyst class is: 363. (8) Reactant: [ClH:1].[CH3:2][N:3]1[C:7]2[CH2:8][CH2:9][N:10](C(OC(C)(C)C)=O)[CH2:11][CH2:12][C:6]=2[C:5]2[CH:20]=[CH:21][C:22]([N:24]3[CH:29]=[CH:28][C:27]([C:30]4[N:31]=[N:32][C:33]([C:36]([F:39])([F:38])[F:37])=[CH:34][CH:35]=4)=[CH:26][C:25]3=[O:40])=[N:23][C:4]1=2. Product: [ClH:1].[CH3:2][N:3]1[C:7]2[CH2:8][CH2:9][NH:10][CH2:11][CH2:12][C:6]=2[C:5]2[CH:20]=[CH:21][C:22]([N:24]3[CH:29]=[CH:28][C:27]([C:30]4[N:31]=[N:32][C:33]([C:36]([F:39])([F:38])[F:37])=[CH:34][CH:35]=4)=[CH:26][C:25]3=[O:40])=[N:23][C:4]1=2. The catalyst class is: 275.